Dataset: Full USPTO retrosynthesis dataset with 1.9M reactions from patents (1976-2016). Task: Predict the reactants needed to synthesize the given product. (1) The reactants are: C(OC(=O)[NH:7][C:8]1[CH:13]=[C:12]([CH3:14])[C:11]([CH2:15][NH:16][C:17]([C:19]2[O:20][C:21]([CH2:24][C:25]3[CH:30]=[CH:29][CH:28]=[CH:27][CH:26]=3)=[N:22][N:23]=2)=[O:18])=[C:10]([CH3:31])[N:9]=1)(C)(C)C.C(O)(C(F)(F)F)=O. Given the product [NH2:7][C:8]1[N:9]=[C:10]([CH3:31])[C:11]([CH2:15][NH:16][C:17]([C:19]2[O:20][C:21]([CH2:24][C:25]3[CH:30]=[CH:29][CH:28]=[CH:27][CH:26]=3)=[N:22][N:23]=2)=[O:18])=[C:12]([CH3:14])[CH:13]=1, predict the reactants needed to synthesize it. (2) Given the product [CH3:33][O:32][C:28]1[CH:27]=[C:26]([C:22]2[CH:23]=[CH:24][CH:25]=[C:20]([C@:5]34[CH2:19][C@H:2]([O:1][CH2:35][O:36][CH3:37])[CH2:3][C@H:4]3[CH2:9][S:8][C:7]([NH:10][C:11](=[O:18])[C:12]3[CH:13]=[CH:14][CH:15]=[CH:16][CH:17]=3)=[N:6]4)[CH:21]=2)[CH:31]=[CH:30][CH:29]=1, predict the reactants needed to synthesize it. The reactants are: [OH:1][C@H:2]1[CH2:19][C@:5]2([C:20]3[CH:21]=[C:22]([C:26]4[CH:31]=[CH:30][CH:29]=[C:28]([O:32][CH3:33])[CH:27]=4)[CH:23]=[CH:24][CH:25]=3)[N:6]=[C:7]([NH:10][C:11](=[O:18])[C:12]3[CH:17]=[CH:16][CH:15]=[CH:14][CH:13]=3)[S:8][CH2:9][C@@H:4]2[CH2:3]1.Cl[CH2:35][O:36][CH3:37].C(N(C(C)C)CC)(C)C. (3) The reactants are: Cl[C:2]1[CH:10]=[C:9]2[C:5]([C:6]([C:11]3[CH:16]=[CH:15][N:14]=[C:13]([NH:17][CH:18]4[CH2:23][C:22]([CH3:25])([CH3:24])[NH:21][C:20]([CH3:27])([CH3:26])[CH2:19]4)[N:12]=3)=[CH:7][NH:8]2)=[CH:4][C:3]=1[F:28].[C:29](#[N:32])[CH:30]=[CH2:31].CCCC[N+](CCCC)(CCCC)CCCC.[F-]. Given the product [F:28][C:3]1[CH:4]=[C:5]2[C:9](=[CH:10][C:2]=1/[CH:31]=[CH:30]/[C:29]#[N:32])[NH:8][CH:7]=[C:6]2[C:11]1[CH:16]=[CH:15][N:14]=[C:13]([NH:17][CH:18]2[CH2:23][C:22]([CH3:25])([CH3:24])[NH:21][C:20]([CH3:27])([CH3:26])[CH2:19]2)[N:12]=1, predict the reactants needed to synthesize it. (4) Given the product [N:24]1[CH:25]=[CH:26][CH:27]=[C:22]([C:20]([NH:19][C:16]2[CH:17]=[CH:18][C:13]([C:12]([C:4]([NH2:11])([CH2:5][CH2:6][S:7]([CH3:10])(=[O:8])=[O:9])[C:3]([OH:35])=[O:2])=[O:34])=[C:14]([C:28]3[CH:29]=[CH:30][CH:31]=[CH:32][CH:33]=3)[CH:15]=2)=[O:21])[CH:23]=1, predict the reactants needed to synthesize it. The reactants are: C[O:2][C:3](=[O:35])[C:4]([C:12](=[O:34])[C:13]1[CH:18]=[CH:17][C:16]([NH:19][C:20]([C:22]2[CH:23]=[N:24][CH:25]=[CH:26][CH:27]=2)=[O:21])=[CH:15][C:14]=1[C:28]1[CH:33]=[CH:32][CH:31]=[CH:30][CH:29]=1)([NH2:11])[CH2:5][CH2:6][S:7]([CH3:10])(=[O:9])=[O:8].